Task: Predict the product of the given reaction.. Dataset: Forward reaction prediction with 1.9M reactions from USPTO patents (1976-2016) Given the reactants [CH3:1][O:2][C:3]1[CH:11]=[CH:10][CH:9]=[CH:8][C:4]=1[C:5](Cl)=[O:6].[OH:12][CH2:13][C:14]([C:16]1[CH:21]=[CH:20][CH:19]=[CH:18][CH:17]=1)=[O:15].Cl, predict the reaction product. The product is: [CH3:1][O:2][C:3]1[CH:11]=[CH:10][CH:9]=[CH:8][C:4]=1[C:5]([O:12][CH2:13][C:14]([C:16]1[CH:21]=[CH:20][CH:19]=[CH:18][CH:17]=1)=[O:15])=[O:6].